Task: Predict the reaction yield, written as a fraction of the theoretical maximum amount of product (1.0 means a 100% yield; for example, 0.34 means a 34% yield).. Dataset: Reaction yield outcomes from USPTO patents with 853,638 reactions (1) The reactants are Cl.[NH2:2][CH2:3][C:4]1[CH:5]=[C:6]2[C:10](=[CH:11][CH:12]=1)[C:9](=[O:13])[N:8]([CH:14]1[CH2:19][CH2:18][C:17](=[O:20])[NH:16][C:15]1=[O:21])[CH2:7]2.[Cl:22][C:23]1[CH:24]=[C:25]([CH:29]=[CH:30][C:31]=1[Cl:32])[C:26](Cl)=[O:27].[CH2:33](N(CC)CC)C. The catalyst is CN(C)C=O.O. The product is [Cl:22][C:23]1[CH:24]=[C:25]([CH:29]=[CH:30][C:31]=1[Cl:32])[C:26]([NH:2][CH2:3][C:4]1[CH:5]=[C:6]2[C:10](=[CH:11][CH:12]=1)[C:9](=[O:13])[N:8]([C:14]1([CH3:33])[CH2:19][CH2:18][C:17](=[O:20])[NH:16][C:15]1=[O:21])[CH2:7]2)=[O:27]. The yield is 0.790. (2) The reactants are [O:1]1[CH2:6][CH2:5][CH:4]([C:7]([O:9]C)=O)[CH2:3][CH2:2]1.[NH2:11][NH2:12]. The catalyst is CO. The product is [O:1]1[CH2:6][CH2:5][CH:4]([C:7]([NH:11][NH2:12])=[O:9])[CH2:3][CH2:2]1. The yield is 0.661. (3) The reactants are C1(N=C=NC2CCCCC2)CCCCC1.[OH:16][CH2:17][CH2:18][CH2:19][CH2:20][CH2:21][CH2:22][CH2:23][CH2:24][CH2:25][C:26]([OH:28])=[O:27].[Cl:29][C:30]([Cl:34])([Cl:33])[CH2:31]O.N1C=CC=CC=1. The product is [OH:16][CH2:17][CH2:18][CH2:19][CH2:20][CH2:21][CH2:22][CH2:23][CH2:24][CH2:25][C:26]([O:28][CH2:31][C:30]([Cl:34])([Cl:33])[Cl:29])=[O:27]. The yield is 0.660. The catalyst is ClCCl. (4) The reactants are N1[CH:6]=[CH:5][CH:4]=[CH:3][CH:2]=1.[C:7]1(=O)O[C:10](=[O:11])[CH2:9][CH2:8]1. The catalyst is CN(C1C=CN=CC=1)C.CC(N(C)C)=O. The product is [CH2:3]([C:4]1[CH2:7][C@H:8]2[C@@H:6]([CH:5]=1)[C:10](=[O:11])[CH2:9]2)[CH3:2]. The yield is 0.410. (5) The reactants are [C:1]1([C:21]2[CH:26]=[CH:25][CH:24]=[CH:23][CH:22]=2)[CH:6]=[CH:5][C:4]([C:7]2[N:8]([C:14]3[CH:19]=[CH:18][CH:17]=[CH:16][C:15]=3[F:20])[C:9]([CH2:12]O)=[N:10][N:11]=2)=[CH:3][CH:2]=1.S(Cl)([Cl:29])=O.C(Cl)(Cl)Cl. The catalyst is C1(C)C=CC=CC=1. The product is [C:1]1([C:21]2[CH:26]=[CH:25][CH:24]=[CH:23][CH:22]=2)[CH:6]=[CH:5][C:4]([C:7]2[N:8]([C:14]3[CH:19]=[CH:18][CH:17]=[CH:16][C:15]=3[F:20])[C:9]([CH2:12][Cl:29])=[N:10][N:11]=2)=[CH:3][CH:2]=1. The yield is 0.810.